This data is from Full USPTO retrosynthesis dataset with 1.9M reactions from patents (1976-2016). The task is: Predict the reactants needed to synthesize the given product. (1) The reactants are: Cl.[C:2]([O:6][C:7](=[O:10])[CH2:8][NH2:9])([CH3:5])([CH3:4])[CH3:3].C1N=CN([C:16](N2C=NC=C2)=[O:17])C=1.CCN(C(C)C)C(C)C.[Cl:32][C:33]1[N:58]=[C:57]([Cl:59])[CH:56]=[C:55]([CH3:60])[C:34]=1[C:35]([NH:37][CH2:38][CH2:39][C@H:40]([N:42]1[CH2:47][CH2:46][CH:45]([NH:48][CH2:49][C:50]2[CH:54]=[CH:53][S:52][CH:51]=2)[CH2:44][CH2:43]1)[CH3:41])=[O:36]. Given the product [C:2]([O:6][C:7](=[O:10])[CH2:8][NH:9][C:16]([N:48]([CH:45]1[CH2:46][CH2:47][N:42]([C@H:40]([CH3:41])[CH2:39][CH2:38][NH:37][C:35]([C:34]2[C:33]([Cl:32])=[N:58][C:57]([Cl:59])=[CH:56][C:55]=2[CH3:60])=[O:36])[CH2:43][CH2:44]1)[CH2:49][C:50]1[CH:54]=[CH:53][S:52][CH:51]=1)=[O:17])([CH3:5])([CH3:4])[CH3:3], predict the reactants needed to synthesize it. (2) Given the product [CH3:1][O:2][C:3]([CH2:5][C:6]1[CH:7]=[CH:8][C:9]([N:12]2[C:16]([S:17][CH2:18][CH2:19][CH3:20])=[C:15]([C:21]([OH:23])=[O:22])[CH:14]=[N:13]2)=[CH:10][CH:11]=1)=[O:4], predict the reactants needed to synthesize it. The reactants are: [CH3:1][O:2][C:3]([CH2:5][C:6]1[CH:11]=[CH:10][C:9]([N:12]2[C:16]([S:17][CH2:18][CH2:19][CH3:20])=[C:15]([C:21]([O:23]C(C)(C)C)=[O:22])[CH:14]=[N:13]2)=[CH:8][CH:7]=1)=[O:4].C(O)(C(F)(F)F)=O. (3) Given the product [NH2:14][C:11]1[CH:12]=[CH:13][C:8]2[N:7]=[C:6]([N:17]3[CH2:18][CH:19]4[CH2:24][N:23]([C:25]([O:27][C:28]([CH3:30])([CH3:31])[CH3:29])=[O:26])[CH2:22][CH:20]4[CH2:21]3)[N:5]([CH2:4][CH:3]=[C:2]([CH3:32])[CH3:1])[C:9]=2[CH:10]=1, predict the reactants needed to synthesize it. The reactants are: [CH3:1][C:2]([CH3:32])=[CH:3][CH2:4][N:5]1[C:9]2[CH:10]=[C:11]([N+:14]([O-])=O)[CH:12]=[CH:13][C:8]=2[N:7]=[C:6]1[N:17]1[CH2:21][CH:20]2[CH2:22][N:23]([C:25]([O:27][C:28]([CH3:31])([CH3:30])[CH3:29])=[O:26])[CH2:24][CH:19]2[CH2:18]1.[Cl-].[NH4+].